Dataset: Forward reaction prediction with 1.9M reactions from USPTO patents (1976-2016). Task: Predict the product of the given reaction. Given the reactants [CH3:1][O:2][C:3]1[CH:4]=[C:5]([CH:7]=[C:8]([O:10][CH3:11])[CH:9]=1)[NH2:6].[Br:12]C1C(=O)C(Br)=CC(Br)(Br)C=1, predict the reaction product. The product is: [Br:12][C:9]1[C:8]([O:10][CH3:11])=[CH:7][C:5]([NH2:6])=[CH:4][C:3]=1[O:2][CH3:1].